Dataset: Forward reaction prediction with 1.9M reactions from USPTO patents (1976-2016). Task: Predict the product of the given reaction. (1) Given the reactants [CH3:1][N:2]([CH3:28])[C:3]([C:5]1[O:6][C:7]2[C:13]([N:14]3[CH2:19][CH2:18][N:17]([CH2:20][CH2:21][C:22]4[CH:27]=[CH:26][CH:25]=[CH:24][N:23]=4)[CH2:16][CH2:15]3)=[CH:12][CH:11]=[CH:10][C:8]=2[CH:9]=1)=[O:4].[Br:29]N1C(=O)CCC1=O, predict the reaction product. The product is: [Br:29][C:10]1[C:8]2[CH:9]=[C:5]([C:3]([N:2]([CH3:1])[CH3:28])=[O:4])[O:6][C:7]=2[C:13]([N:14]2[CH2:15][CH2:16][N:17]([CH2:20][CH2:21][C:22]3[CH:27]=[CH:26][CH:25]=[CH:24][N:23]=3)[CH2:18][CH2:19]2)=[CH:12][CH:11]=1. (2) Given the reactants [C:1]([C:3]1[CH:8]=[C:7]([CH3:9])[CH:6]=[CH:5][C:4]=1[NH:10][C:11](=[O:14])OC)#[N:2].[C:15]([NH:18][NH2:19])(=O)[CH3:16], predict the reaction product. The product is: [CH3:16][C:15]1[N:2]=[C:1]2[N:19]([C:11](=[O:14])[NH:10][C:4]3[CH:5]=[CH:6][C:7]([CH3:9])=[CH:8][C:3]=32)[N:18]=1. (3) Given the reactants [Cl:1][C:2]1[CH:31]=[CH:30][C:5]([CH2:6][CH2:7][NH:8][C:9]([C:11]2[CH:29]=[CH:28][C:14]([O:15][C:16]3[CH:21]=[CH:20][C:19]([CH2:22][C:23]([O:25]C)=[O:24])=[CH:18][C:17]=3[F:27])=[CH:13][CH:12]=2)=[O:10])=[CH:4][CH:3]=1.[OH-].[Na+].O, predict the reaction product. The product is: [Cl:1][C:2]1[CH:3]=[CH:4][C:5]([CH2:6][CH2:7][NH:8][C:9]([C:11]2[CH:12]=[CH:13][C:14]([O:15][C:16]3[CH:21]=[CH:20][C:19]([CH2:22][C:23]([OH:25])=[O:24])=[CH:18][C:17]=3[F:27])=[CH:28][CH:29]=2)=[O:10])=[CH:30][CH:31]=1. (4) Given the reactants [NH2:1][C:2]1[CH:10]=[C:9]([F:11])[CH:8]=[CH:7][C:3]=1[C:4]([OH:6])=[O:5].[Br:12]N1C(=O)CCC1=O, predict the reaction product. The product is: [NH2:1][C:2]1[CH:10]=[C:9]([F:11])[C:8]([Br:12])=[CH:7][C:3]=1[C:4]([OH:6])=[O:5]. (5) Given the reactants [Cl:1][C:2]1[CH:3]=[C:4]([N:19]2[CH:23]=[N:22][C:21]([C:24]([NH:26][CH2:27][C:28]3[CH:33]=[CH:32][C:31]([OH:34])=[CH:30][CH:29]=3)=[O:25])=[N:20]2)[CH:5]=[C:6]([Cl:18])[C:7]=1[O:8]CC1C=CC(OC)=CC=1.[F:35][C:36]([F:48])([F:47])[O:37][C:38]1[CH:43]=[CH:42][C:41](B(O)O)=[CH:40][CH:39]=1.N1C=CC=CC=1, predict the reaction product. The product is: [Cl:18][C:6]1[CH:5]=[C:4]([N:19]2[CH:23]=[N:22][C:21]([C:24]([NH:26][CH2:27][C:28]3[CH:33]=[CH:32][C:31]([O:34][C:41]4[CH:40]=[CH:39][C:38]([O:37][C:36]([F:35])([F:47])[F:48])=[CH:43][CH:42]=4)=[CH:30][CH:29]=3)=[O:25])=[N:20]2)[CH:3]=[C:2]([Cl:1])[C:7]=1[OH:8]. (6) Given the reactants [CH3:1][O:2][C:3](=[O:18])[CH:4]([C:11]1[CH:16]=[CH:15][C:14](I)=[CH:13][CH:12]=1)[CH2:5][CH:6]1[CH2:10][CH2:9][CH2:8][CH2:7]1.[NH:19]1[C:27]2[C:22](=[CH:23][C:24](B(O)O)=[CH:25][CH:26]=2)[CH:21]=[CH:20]1.C(=O)([O-])[O-].[Na+].[Na+], predict the reaction product. The product is: [CH3:1][O:2][C:3](=[O:18])[CH:4]([C:11]1[CH:16]=[CH:15][C:14]([C:24]2[CH:23]=[C:22]3[C:27](=[CH:26][CH:25]=2)[NH:19][CH:20]=[CH:21]3)=[CH:13][CH:12]=1)[CH2:5][CH:6]1[CH2:10][CH2:9][CH2:8][CH2:7]1.